Task: Predict the reaction yield, written as a fraction of the theoretical maximum amount of product (1.0 means a 100% yield; for example, 0.34 means a 34% yield).. Dataset: Reaction yield outcomes from USPTO patents with 853,638 reactions (1) The reactants are FC(F)(F)S(O[C:7]1[C:16]2[C:11](=[CH:12][C:13]([F:17])=[CH:14][CH:15]=2)[N:10]([CH2:18][CH2:19][N:20]2[CH2:25][CH2:24][CH:23]([N:26]([CH2:34][C:35]3[N:40]=[CH:39][C:38]4[O:41][CH2:42][CH2:43][O:44][C:37]=4[CH:36]=3)[C:27]([O:29][C:30]([CH3:33])([CH3:32])[CH3:31])=[O:28])[CH2:22][CH2:21]2)[C:9](=[O:45])[CH:8]=1)(=O)=O.[CH3:48][N:49](C=O)C. The catalyst is [C-]#N.[Zn+2].[C-]#N.C1C=CC(/C=C/C(/C=C/C2C=CC=CC=2)=O)=CC=1.C1C=CC(/C=C/C(/C=C/C2C=CC=CC=2)=O)=CC=1.C1C=CC(/C=C/C(/C=C/C2C=CC=CC=2)=O)=CC=1.[Pd].[Pd].C1(P(C2C=CC=CC=2)[C-]2C=CC=C2)C=CC=CC=1.[C-]1(P(C2C=CC=CC=2)C2C=CC=CC=2)C=CC=C1.[Fe+2]. The product is [C:48]([C:7]1[C:16]2[C:11](=[CH:12][C:13]([F:17])=[CH:14][CH:15]=2)[N:10]([CH2:18][CH2:19][N:20]2[CH2:21][CH2:22][CH:23]([N:26]([CH2:34][C:35]3[N:40]=[CH:39][C:38]4[O:41][CH2:42][CH2:43][O:44][C:37]=4[CH:36]=3)[C:27](=[O:28])[O:29][C:30]([CH3:33])([CH3:32])[CH3:31])[CH2:24][CH2:25]2)[C:9](=[O:45])[CH:8]=1)#[N:49]. The yield is 0.580. (2) The reactants are [Cl:1][C:2]1[CH:7]=[CH:6][C:5]([S:8]([NH:11][CH:12]2[CH2:18][CH2:17][CH2:16][CH2:15][NH:14][C:13]2=[O:19])(=[O:10])=[O:9])=[CH:4][CH:3]=1.Br[CH2:21][C:22]1[CH:27]=[CH:26][C:25]([N:28]2[CH:32]=[N:31][CH:30]=[N:29]2)=[CH:24][CH:23]=1.C(=O)([O-])[O-].[K+].[K+].[I-].[K+]. The catalyst is CN(C)C=O. The product is [Cl:1][C:2]1[CH:3]=[CH:4][C:5]([S:8]([N:11]([CH:12]2[CH2:18][CH2:17][CH2:16][CH2:15][NH:14][C:13]2=[O:19])[CH2:21][C:22]2[CH:23]=[CH:24][C:25]([N:28]3[CH:32]=[N:31][CH:30]=[N:29]3)=[CH:26][CH:27]=2)(=[O:10])=[O:9])=[CH:6][CH:7]=1. The yield is 0.640. (3) The reactants are [F:1][C:2]1[CH:7]=[C:6]([CH:8]2[O:12][C:11](=[O:13])[NH:10][CH:9]2[CH2:14][C:15]2[CH:20]=[CH:19][CH:18]=[C:17]([O:21][C:22]([F:27])([F:26])[CH:23]([F:25])[F:24])[CH:16]=2)[CH:5]=[CH:4][N:3]=1.[C:28](O[C:28]([O:30][C:31]([CH3:34])([CH3:33])[CH3:32])=[O:29])([O:30][C:31]([CH3:34])([CH3:33])[CH3:32])=[O:29].CN(C1C=CC=CN=1)C.O. The catalyst is C(#N)C. The product is [F:1][C:2]1[CH:7]=[C:6]([CH:8]2[O:12][C:11](=[O:13])[N:10]([C:28]([O:30][C:31]([CH3:34])([CH3:33])[CH3:32])=[O:29])[CH:9]2[CH2:14][C:15]2[CH:20]=[CH:19][CH:18]=[C:17]([O:21][C:22]([F:27])([F:26])[CH:23]([F:25])[F:24])[CH:16]=2)[CH:5]=[CH:4][N:3]=1. The yield is 0.890. (4) The reactants are C(O[C:5](=[O:7])[CH3:6])(=O)C.[Br:8][C:9]1[CH:10]=[C:11]([CH:13]=[CH:14][CH:15]=1)[NH2:12].C(N(CC)CC)C. The catalyst is ClCCl.CN(C)C1C=CN=CC=1. The product is [Br:8][C:9]1[CH:10]=[C:11]([NH:12][C:5](=[O:7])[CH3:6])[CH:13]=[CH:14][CH:15]=1. The yield is 1.00. (5) The reactants are F[C:2]1[CH:7]=[C:6]([N+:8]([O-:10])=[O:9])[CH:5]=[CH:4][C:3]=1[C:11]1[C:16]([CH2:17][OH:18])=[CH:15][N:14]=[C:13]([NH:19][C:20](=[O:22])[CH3:21])[CH:12]=1.[H-].[Na+]. The catalyst is C1COCC1. The product is [N+:8]([C:6]1[CH:7]=[CH:2][C:3]2[C:11]3[C:16](=[CH:15][N:14]=[C:13]([NH:19][C:20](=[O:22])[CH3:21])[CH:12]=3)[CH2:17][O:18][C:4]=2[CH:5]=1)([O-:10])=[O:9]. The yield is 0.530. (6) The reactants are C(P(CCCC)CCCC)CCC.[CH2:14]([O:21][CH:22]([CH:58]([C:65]1[CH:70]=[CH:69][CH:68]=[CH:67][CH:66]=1)[C:59]1[CH:64]=[CH:63][CH:62]=[CH:61][CH:60]=1)[C:23]([NH:25][C:26]1[CH:31]=[CH:30][CH:29]=[C:28]([F:32])[C:27]=1[CH2:33][CH2:34][C@H:35]([NH:48][S:49]([C:52]1[CH:57]=[CH:56][CH:55]=[CH:54][CH:53]=1)(=[O:51])=[O:50])[CH2:36][N:37]([CH2:45][CH2:46]O)[C:38](=[O:44])[O:39][C:40]([CH3:43])([CH3:42])[CH3:41])=[O:24])[C:15]1[CH:20]=[CH:19][CH:18]=[CH:17][CH:16]=1.N(C(N1CCCCC1)=O)=NC(N1CCCCC1)=O. The catalyst is C1COCC1. The product is [CH2:14]([O:21][CH:22]([CH:58]([C:65]1[CH:66]=[CH:67][CH:68]=[CH:69][CH:70]=1)[C:59]1[CH:64]=[CH:63][CH:62]=[CH:61][CH:60]=1)[C:23]([NH:25][C:26]1[CH:31]=[CH:30][CH:29]=[C:28]([F:32])[C:27]=1[CH2:33][CH2:34][C@@H:35]1[N:48]([S:49]([C:52]2[CH:53]=[CH:54][CH:55]=[CH:56][CH:57]=2)(=[O:51])=[O:50])[CH2:46][CH2:45][N:37]([C:38]([O:39][C:40]([CH3:43])([CH3:41])[CH3:42])=[O:44])[CH2:36]1)=[O:24])[C:15]1[CH:20]=[CH:19][CH:18]=[CH:17][CH:16]=1. The yield is 0.704.